From a dataset of NCI-60 drug combinations with 297,098 pairs across 59 cell lines. Regression. Given two drug SMILES strings and cell line genomic features, predict the synergy score measuring deviation from expected non-interaction effect. (1) Drug 1: C1CCC(CC1)NC(=O)N(CCCl)N=O. Drug 2: C1CC(=O)NC(=O)C1N2C(=O)C3=CC=CC=C3C2=O. Cell line: UACC62. Synergy scores: CSS=40.9, Synergy_ZIP=11.9, Synergy_Bliss=13.4, Synergy_Loewe=10.0, Synergy_HSA=13.5. (2) Drug 1: CC12CCC3C(C1CCC2=O)CC(=C)C4=CC(=O)C=CC34C. Drug 2: CC1=C(C(=O)C2=C(C1=O)N3CC4C(C3(C2COC(=O)N)OC)N4)N. Cell line: SR. Synergy scores: CSS=71.0, Synergy_ZIP=-1.37, Synergy_Bliss=-2.62, Synergy_Loewe=-6.25, Synergy_HSA=-1.74. (3) Drug 1: C1=CC(=C2C(=C1NCCNCCO)C(=O)C3=C(C=CC(=C3C2=O)O)O)NCCNCCO. Drug 2: CCCCC(=O)OCC(=O)C1(CC(C2=C(C1)C(=C3C(=C2O)C(=O)C4=C(C3=O)C=CC=C4OC)O)OC5CC(C(C(O5)C)O)NC(=O)C(F)(F)F)O. Cell line: HCT116. Synergy scores: CSS=49.7, Synergy_ZIP=2.21, Synergy_Bliss=1.00, Synergy_Loewe=0.298, Synergy_HSA=3.52. (4) Drug 1: CC12CCC(CC1=CCC3C2CCC4(C3CC=C4C5=CN=CC=C5)C)O. Drug 2: CC12CCC3C(C1CCC2OP(=O)(O)O)CCC4=C3C=CC(=C4)OC(=O)N(CCCl)CCCl.[Na+]. Cell line: NCI-H226. Synergy scores: CSS=3.91, Synergy_ZIP=-0.674, Synergy_Bliss=-2.93, Synergy_Loewe=-5.59, Synergy_HSA=-5.00. (5) Drug 1: CC(CN1CC(=O)NC(=O)C1)N2CC(=O)NC(=O)C2. Drug 2: CCC1=C2CN3C(=CC4=C(C3=O)COC(=O)C4(CC)O)C2=NC5=C1C=C(C=C5)O. Cell line: IGROV1. Synergy scores: CSS=34.9, Synergy_ZIP=-11.1, Synergy_Bliss=-2.26, Synergy_Loewe=1.57, Synergy_HSA=2.85. (6) Cell line: EKVX. Drug 1: CN(C)N=NC1=C(NC=N1)C(=O)N. Drug 2: CC1=C2C(C(=O)C3(C(CC4C(C3C(C(C2(C)C)(CC1OC(=O)C(C(C5=CC=CC=C5)NC(=O)C6=CC=CC=C6)O)O)OC(=O)C7=CC=CC=C7)(CO4)OC(=O)C)O)C)OC(=O)C. Synergy scores: CSS=11.5, Synergy_ZIP=-7.50, Synergy_Bliss=-6.04, Synergy_Loewe=-36.6, Synergy_HSA=-7.32. (7) Drug 2: CC(C)CN1C=NC2=C1C3=CC=CC=C3N=C2N. Cell line: SK-MEL-28. Drug 1: COC1=C(C=C2C(=C1)N=CN=C2NC3=CC(=C(C=C3)F)Cl)OCCCN4CCOCC4. Synergy scores: CSS=7.04, Synergy_ZIP=-4.71, Synergy_Bliss=-3.37, Synergy_Loewe=-3.78, Synergy_HSA=-4.34. (8) Drug 1: C#CCC(CC1=CN=C2C(=N1)C(=NC(=N2)N)N)C3=CC=C(C=C3)C(=O)NC(CCC(=O)O)C(=O)O. Drug 2: CC1=C(C(=O)C2=C(C1=O)N3CC4C(C3(C2COC(=O)N)OC)N4)N. Cell line: HOP-92. Synergy scores: CSS=10.8, Synergy_ZIP=-4.66, Synergy_Bliss=3.36, Synergy_Loewe=1.91, Synergy_HSA=2.35. (9) Drug 1: C1CCC(C1)C(CC#N)N2C=C(C=N2)C3=C4C=CNC4=NC=N3. Drug 2: C1=NC2=C(N1)C(=S)N=C(N2)N. Cell line: COLO 205. Synergy scores: CSS=24.5, Synergy_ZIP=6.50, Synergy_Bliss=1.81, Synergy_Loewe=-28.6, Synergy_HSA=-5.10. (10) Drug 1: CC1=C(C(CCC1)(C)C)C=CC(=CC=CC(=CC(=O)O)C)C. Drug 2: C1=CC=C(C(=C1)C(C2=CC=C(C=C2)Cl)C(Cl)Cl)Cl. Cell line: ACHN. Synergy scores: CSS=8.12, Synergy_ZIP=0.453, Synergy_Bliss=9.28, Synergy_Loewe=1.56, Synergy_HSA=4.25.